Dataset: Catalyst prediction with 721,799 reactions and 888 catalyst types from USPTO. Task: Predict which catalyst facilitates the given reaction. (1) Reactant: [C:1]([SiH2:5][O:6][C:7]([CH3:21])([CH3:20])[C:8]1[O:12][C:11]([CH2:13][O:14]S(C)(=O)=O)=[N:10][C:9]=1[CH3:19])([CH3:4])([CH3:3])[CH3:2].C([SiH2]OC(C)(C)C1OC(CCl)=NC=1C)(C)(C)C.[C:39]1(O)[CH:44]=[CH:43][CH:42]=[CH:41][CH:40]=1.C(=O)([O-])[O-].[K+].[K+]. Product: [C:1]([SiH2:5][O:6][C:7]([CH3:21])([CH3:20])[C:8]1[O:12][C:11]([CH2:13][O:14][C:39]2[CH:44]=[CH:43][CH:42]=[CH:41][CH:40]=2)=[N:10][C:9]=1[CH3:19])([CH3:4])([CH3:3])[CH3:2]. The catalyst class is: 35. (2) Reactant: [Br:1][C:2]1[CH:3]=[C:4]2[C:8](=[C:9]([C:11](O)=[O:12])[CH:10]=1)[NH:7][CH:6]=[C:5]2[CH:14]1[CH2:18][CH2:17][S:16](=[O:20])(=[O:19])[CH2:15]1.C1C=CC2N(O)N=[N:27]C=2C=1.CCN=C=NCCCN(C)C.Cl.N.CO. Product: [Br:1][C:2]1[CH:3]=[C:4]2[C:8](=[C:9]([C:11]([NH2:27])=[O:12])[CH:10]=1)[NH:7][CH:6]=[C:5]2[CH:14]1[CH2:18][CH2:17][S:16](=[O:20])(=[O:19])[CH2:15]1. The catalyst class is: 2. (3) The catalyst class is: 4. Reactant: [CH3:1][C:2]([CH3:58])([CH2:10][C:11]([O:13][C@H:14]1[CH2:31][CH2:30][C@@:29]2([CH3:32])[C@@H:16]([CH2:17][CH2:18][C@:19]3([CH3:55])[C@@H:28]2[CH2:27][CH2:26][C@H:25]2[C@@:20]3([CH3:54])[CH2:21][CH2:22][C@@:23]3(/[CH:40]=[CH:41]/[C:42](=[O:53])[NH:43][C:44]4([C:47]5[N:52]=[CH:51][CH:50]=[CH:49][N:48]=5)[CH2:46][CH2:45]4)[CH2:35][C:34](=[O:36])[C:33]([CH:37]([CH3:39])[CH3:38])=[C:24]32)[C:15]1([CH3:57])[CH3:56])=[O:12])[C:3]([O:5]C(C)(C)C)=[O:4].[C:59]([OH:65])([C:61]([F:64])([F:63])[F:62])=[O:60].CC#N. Product: [C:59]([OH:65])([C:61]([F:64])([F:63])[F:62])=[O:60].[OH2:4].[CH:37]([C:33]1[C:34](=[O:36])[CH2:35][C@:23]2(/[CH:40]=[CH:41]/[C:42](=[O:53])[NH:43][C:44]3([C:47]4[N:52]=[CH:51][CH:50]=[CH:49][N:48]=4)[CH2:46][CH2:45]3)[CH2:22][CH2:21][C@:20]3([CH3:54])[C@H:25]([CH2:26][CH2:27][C@H:28]4[C@@:19]3([CH3:55])[CH2:18][CH2:17][C@@H:16]3[C@:29]4([CH3:32])[CH2:30][CH2:31][C@H:14]([O:13][C:11](=[O:12])[CH2:10][C:2]([CH3:1])([CH3:58])[C:3]([OH:5])=[O:4])[C:15]3([CH3:56])[CH3:57])[C:24]=12)([CH3:39])[CH3:38].[F:62][C:61]([F:64])([F:63])[C:59]([OH:65])=[O:60].